From a dataset of Forward reaction prediction with 1.9M reactions from USPTO patents (1976-2016). Predict the product of the given reaction. (1) Given the reactants C(=O)(O)[O-].[Na+].[NH2:6][C:7]1[C:12]([C:13]#[N:14])=[C:11]([CH:15]2[CH2:20][CH2:19][CH2:18][CH2:17][O:16]2)[C:10]([C:21]#[N:22])=[C:9]([SH:23])[N:8]=1.[CH3:24][O:25][C:26](=[O:35])[C:27]1[CH:32]=[CH:31][CH:30]=[C:29]([CH2:33]Br)[CH:28]=1, predict the reaction product. The product is: [NH2:6][C:7]1[N:8]=[C:9]([S:23][CH2:33][C:29]2[CH:28]=[C:27]([CH:32]=[CH:31][CH:30]=2)[C:26]([O:25][CH3:24])=[O:35])[C:10]([C:21]#[N:22])=[C:11]([CH:15]2[CH2:20][CH2:19][CH2:18][CH2:17][O:16]2)[C:12]=1[C:13]#[N:14]. (2) Given the reactants [C:1]1([CH3:17])[CH:6]=[CH:5][CH:4]=[C:3]([C:7]2[O:11][N:10]=[C:9]([C:12]([O:14]CC)=O)[CH:8]=2)[CH:2]=1.[CH3:18][Mg]Br.C1COCC1, predict the reaction product. The product is: [C:1]1([CH3:17])[CH:6]=[CH:5][CH:4]=[C:3]([C:7]2[O:11][N:10]=[C:9]([C:12](=[O:14])[CH3:18])[CH:8]=2)[CH:2]=1. (3) The product is: [CH3:1][O:2][C:3]([C:5]1[N:6]=[C:7]([C:10]2[CH:15]=[CH:14][CH:13]=[C:12]([C:16](=[O:17])[CH2:22][C:23]([OH:25])=[O:24])[CH:11]=2)[O:8][CH:9]=1)=[O:4].[CH2:41]([O:24][C:23](=[O:25])[C:22]1[CH:26]=[CH:27][CH:28]=[C:20]([C:19]([OH:30])=[O:29])[CH:21]=1)[CH:40]=[CH2:39]. Given the reactants [CH3:1][O:2][C:3]([C:5]1[N:6]=[C:7]([C:10]2[CH:15]=[CH:14][CH:13]=[C:12]([C:16](Cl)=[O:17])[CH:11]=2)[O:8][CH:9]=1)=[O:4].[C:19]([OH:30])(=[O:29])[C:20]1[CH:28]=[CH:27][CH:26]=[C:22]([C:23]([OH:25])=[O:24])[CH:21]=1.CN(C)C(N(C)C)=N.[CH2:39](Br)[CH:40]=[CH2:41], predict the reaction product. (4) Given the reactants [Br:1][C:2]1[CH:3]=[CH:4][C:5]([Cl:10])=[C:6]([CH:9]=1)[CH:7]=[O:8].[C:11](#[N:13])[CH3:12], predict the reaction product. The product is: [Br:1][C:2]1[CH:3]=[CH:4][C:5]([Cl:10])=[C:6]([CH:7]([OH:8])[CH2:12][C:11]#[N:13])[CH:9]=1. (5) Given the reactants [C:1]([O:5][C:6]([N:8]1[C:17]2[C:12](=[CH:13][C:14]([C:18]3[CH:23]=[CH:22][CH:21]=[CH:20][C:19]=3[O:24][CH3:25])=[CH:15][CH:16]=2)[C:11]([CH:26]([OH:28])[CH3:27])=[CH:10][C:9]1([CH3:30])[CH3:29])=[O:7])([CH3:4])([CH3:3])[CH3:2].C(Cl)Cl.[CH3:34][S:35](Cl)(=[O:37])=[O:36].C(N(CC)CC)C, predict the reaction product. The product is: [C:1]([O:5][C:6]([N:8]1[C:17]2[C:12](=[CH:13][C:14]([C:18]3[CH:23]=[CH:22][CH:21]=[CH:20][C:19]=3[O:24][CH3:25])=[CH:15][CH:16]=2)[C:11]([CH:26]([O:28][S:35]([CH3:34])(=[O:37])=[O:36])[CH3:27])=[CH:10][C:9]1([CH3:29])[CH3:30])=[O:7])([CH3:4])([CH3:3])[CH3:2]. (6) The product is: [Cl:1][C:2]1[CH:3]=[C:4]([CH:37]=[CH:38][CH:39]=1)[CH2:5][N:6]([C:7]1[CH:8]=[CH:9][C:10]([C:11](=[O:12])[N:42]([O:43][CH3:44])[CH3:41])=[CH:14][CH:15]=1)[CH:16]1[CH2:17][CH2:18][N:19]([CH:22]([CH3:36])[CH2:23][CH2:24][NH:25][C:26](=[O:35])[C:27]2[C:32]([CH3:33])=[CH:31][CH:30]=[CH:29][C:28]=2[CH3:34])[CH2:20][CH2:21]1. Given the reactants [Cl:1][C:2]1[CH:3]=[C:4]([CH:37]=[CH:38][CH:39]=1)[CH2:5][N:6]([CH:16]1[CH2:21][CH2:20][N:19]([CH:22]([CH3:36])[CH2:23][CH2:24][NH:25][C:26](=[O:35])[C:27]2[C:32]([CH3:33])=[CH:31][CH:30]=[CH:29][C:28]=2[CH3:34])[CH2:18][CH2:17]1)[C:7]1[CH:15]=[CH:14][C:10]([C:11](O)=[O:12])=[CH:9][CH:8]=1.Cl.[CH3:41][NH:42][O:43][CH3:44], predict the reaction product.